From a dataset of Catalyst prediction with 721,799 reactions and 888 catalyst types from USPTO. Predict which catalyst facilitates the given reaction. (1) Reactant: [CH3:1][O:2][CH2:3][CH2:4][O:5][C:6](=[O:33])[C:7]([N:9]([C:16]1[CH:21]=[C:20]([F:22])[CH:19]=[CH:18][C:17]=1[C:23](=[O:32])[CH2:24][CH2:25][C:26]1[CH:31]=[CH:30][CH:29]=[CH:28][CH:27]=1)[C:10]1[CH:15]=[CH:14][CH:13]=[CH:12][CH:11]=1)=O.C([O-])([O-])=O.[K+].[K+]. Product: [CH3:1][O:2][CH2:3][CH2:4][O:5][C:6]([C:7]1[N:9]([C:10]2[CH:15]=[CH:14][CH:13]=[CH:12][CH:11]=2)[C:16]2[C:17]([C:23](=[O:32])[C:24]=1[CH2:25][C:26]1[CH:27]=[CH:28][CH:29]=[CH:30][CH:31]=1)=[CH:18][CH:19]=[C:20]([F:22])[CH:21]=2)=[O:33]. The catalyst class is: 5. (2) Reactant: [CH:1]1([C@@H:4]([NH2:6])[CH3:5])[CH2:3][CH2:2]1.[Br:7][C:8]1[CH:9]=[CH:10][C:11]([C:14](O)=[O:15])=[N:12][CH:13]=1.F[P-](F)(F)(F)(F)F.N1(O[P+](N(C)C)(N(C)C)N(C)C)C2C=CC=CC=2N=N1.C(N(CC)C(C)C)(C)C.C([O-])([O-])=O.[Na+].[Na+]. Product: [Br:7][C:8]1[CH:9]=[CH:10][C:11]([C:14]([NH:6][C@H:4]([CH:1]2[CH2:3][CH2:2]2)[CH3:5])=[O:15])=[N:12][CH:13]=1. The catalyst class is: 2.